The task is: Predict the product of the given reaction.. This data is from Forward reaction prediction with 1.9M reactions from USPTO patents (1976-2016). (1) Given the reactants [C:1]([NH:5][S:6]([C:9]1[C:18]2[C:13](=[CH:14][CH:15]=[CH:16][CH:17]=2)[C:12]([C:19]2[S:23][C:22]([C:24](OCC)=[O:25])=[N:21][C:20]=2[CH:29]([F:31])[F:30])=[CH:11][CH:10]=1)(=[O:8])=[O:7])([CH3:4])([CH3:3])[CH3:2].[NH2:32][CH2:33][C:34]([CH3:37])([OH:36])[CH3:35].O, predict the reaction product. The product is: [C:1]([NH:5][S:6]([C:9]1[C:18]2[C:13](=[CH:14][CH:15]=[CH:16][CH:17]=2)[C:12]([C:19]2[S:23][C:22]([C:24]([NH:32][CH2:33][C:34]([OH:36])([CH3:37])[CH3:35])=[O:25])=[N:21][C:20]=2[CH:29]([F:30])[F:31])=[CH:11][CH:10]=1)(=[O:7])=[O:8])([CH3:4])([CH3:2])[CH3:3]. (2) Given the reactants Cl.[NH2:2][C:3]([NH2:5])=[NH:4].[H-].[Na+].[C:8]([O:12][C:13](=[O:38])[CH2:14][N:15]([S:23]([C:26]1[CH:35]=[C:34]2[C:29]([C:30]([Cl:37])=[CH:31][N:32]=[C:33]2Cl)=[CH:28][CH:27]=1)(=[O:25])=[O:24])[CH2:16][C:17]1[CH:22]=[CH:21][CH:20]=[CH:19][CH:18]=1)([CH3:11])([CH3:10])[CH3:9].O, predict the reaction product. The product is: [C:8]([O:12][C:13](=[O:38])[CH2:14][N:15]([S:23]([C:26]1[CH:35]=[C:34]2[C:29]([C:30]([Cl:37])=[CH:31][N:32]=[C:33]2[NH:4][C:3]([NH2:5])=[NH:2])=[CH:28][CH:27]=1)(=[O:24])=[O:25])[CH2:16][C:17]1[CH:18]=[CH:19][CH:20]=[CH:21][CH:22]=1)([CH3:11])([CH3:9])[CH3:10]. (3) The product is: [N:17]1([C:2]2[N:7]=[CH:6][C:5]([S:8]([NH:11][C:12]3[S:13][CH:14]=[CH:15][N:16]=3)(=[O:10])=[O:9])=[CH:4][CH:3]=2)[CH2:22][CH2:21][NH:20][CH2:19][CH2:18]1. Given the reactants Cl[C:2]1[N:7]=[CH:6][C:5]([S:8]([NH:11][C:12]2[S:13][CH:14]=[CH:15][N:16]=2)(=[O:10])=[O:9])=[CH:4][CH:3]=1.[NH:17]1[CH2:22][CH2:21][NH:20][CH2:19][CH2:18]1, predict the reaction product. (4) Given the reactants Cl[C:2]1[CH:11]=[CH:10][N:9]=[C:8]2[C:3]=1[CH:4]=[C:5]([N+:13]([O-:15])=[O:14])[C:6](=[O:12])[NH:7]2.Cl.CCOCC.[NH2:22][C:23]1[CH:28]=[CH:27][C:26]([NH:29][C:30](=[O:42])[C:31]2[CH:36]=[CH:35][C:34]([F:37])=[CH:33][C:32]=2[C:38]([F:41])([F:40])[F:39])=[CH:25][CH:24]=1.O, predict the reaction product. The product is: [F:37][C:34]1[CH:35]=[CH:36][C:31]([C:30]([NH:29][C:26]2[CH:25]=[CH:24][C:23]([NH:22][C:2]3[C:3]4[CH:4]=[C:5]([N+:13]([O-:15])=[O:14])[C:6](=[O:12])[NH:7][C:8]=4[N:9]=[CH:10][CH:11]=3)=[CH:28][CH:27]=2)=[O:42])=[C:32]([C:38]([F:39])([F:40])[F:41])[CH:33]=1. (5) Given the reactants [CH:1]1([N:4]2[C:12]3[C:7](=[N:8][CH:9]=[CH:10][CH:11]=3)[NH:6][C:5]2=[O:13])[CH2:3][CH2:2]1.O[C@H:15]1[CH2:18][C@H:17]([NH:19][C:20](=[O:29])[O:21][CH2:22][C:23]2[CH:28]=[CH:27][CH:26]=[CH:25][CH:24]=2)[CH2:16]1.C1(P(C2C=CC=CC=2)C2C=CC=CC=2)C=CC=CC=1.N(C(OC(C)C)=O)=NC(OC(C)C)=O, predict the reaction product. The product is: [CH:1]1([N:4]2[C:12]3[C:7](=[N:8][CH:9]=[CH:10][CH:11]=3)[N:6]([C@H:15]3[CH2:18][C@H:17]([NH:19][C:20](=[O:29])[O:21][CH2:22][C:23]4[CH:24]=[CH:25][CH:26]=[CH:27][CH:28]=4)[CH2:16]3)[C:5]2=[O:13])[CH2:3][CH2:2]1. (6) Given the reactants [OH:1][C:2]1[CH:3]=[C:4]2[C:9](=[CH:10][CH:11]=1)[CH:8]=[C:7]([C:12]1[C:20]3[C:15](=[CH:16][CH:17]=[C:18]([C:21]#[N:22])[CH:19]=3)[N:14]([CH:23]3[CH2:28][CH2:27][CH2:26][CH2:25][O:24]3)[N:13]=1)[CH:6]=[CH:5]2.C1(P(C2C=CC=CC=2)C2C=CC=CC=2)C=CC=CC=1.[CH3:48][N:49]1[CH2:53][CH2:52][CH2:51][C@H:50]1[CH2:54]O.CC(OC(/N=N/C(OC(C)C)=O)=O)C, predict the reaction product. The product is: [CH3:48][N:49]1[CH2:53][CH2:52][CH2:51][CH:50]1[CH2:54][O:1][C:2]1[CH:3]=[C:4]2[C:9](=[CH:10][CH:11]=1)[CH:8]=[C:7]([C:12]1[C:20]3[C:15](=[CH:16][CH:17]=[C:18]([C:21]#[N:22])[CH:19]=3)[N:14]([CH:23]3[CH2:28][CH2:27][CH2:26][CH2:25][O:24]3)[N:13]=1)[CH:6]=[CH:5]2.